From a dataset of Reaction yield outcomes from USPTO patents with 853,638 reactions. Predict the reaction yield, written as a fraction of the theoretical maximum amount of product (1.0 means a 100% yield; for example, 0.34 means a 34% yield). (1) The reactants are Cl[C:2]([O:4][CH2:5][C:6]1[CH:11]=[CH:10][CH:9]=[CH:8][CH:7]=1)=[O:3].[NH:12]1[CH2:16][CH2:15][CH2:14][CH:13]1[C:17]([OH:19])=[O:18]. The catalyst is [OH-].[Na+]. The product is [CH2:5]([O:4][C:2]([N:12]1[CH2:16][CH2:15][CH2:14][CH:13]1[C:17]([OH:19])=[O:18])=[O:3])[C:6]1[CH:11]=[CH:10][CH:9]=[CH:8][CH:7]=1. The yield is 0.880. (2) The reactants are [NH2:1][C:2]1[CH:10]=[C:9]([C:11]([OH:13])=[O:12])[CH:8]=[CH:7][C:3]=1[C:4]([OH:6])=[O:5].S(=O)(=O)(O)O.[CH3:19]O. No catalyst specified. The product is [CH3:19][O:12][C:11](=[O:13])[C:9]1[CH:8]=[CH:7][C:3]([C:4]([OH:6])=[O:5])=[C:2]([NH2:1])[CH:10]=1. The yield is 0.800. (3) The reactants are [Cl:1][C:2]1[CH:10]=[C:9]([O:11][C:12]2[C:17]([C:18]([N:20]3[C:29]4[C:24](=[CH:25][CH:26]=[CH:27][CH:28]=4)[N:23]([CH:30]4[CH2:32][CH2:31]4)[CH2:22][CH2:21]3)=[O:19])=[CH:16][N:15]=[C:14]([CH3:33])[CH:13]=2)[C:8]([Cl:34])=[CH:7][C:3]=1[C:4](O)=[O:5].[NH2:35][CH2:36][C:37]1[NH:41][N:40]=[N:39][N:38]=1. No catalyst specified. The product is [Cl:1][C:2]1[CH:10]=[C:9]([O:11][C:12]2[C:17]([C:18]([N:20]3[C:29]4[C:24](=[CH:25][CH:26]=[CH:27][CH:28]=4)[N:23]([CH:30]4[CH2:31][CH2:32]4)[CH2:22][CH2:21]3)=[O:19])=[CH:16][N:15]=[C:14]([CH3:33])[CH:13]=2)[C:8]([Cl:34])=[CH:7][C:3]=1[C:4]([NH:35][CH2:36][C:37]1[NH:41][N:40]=[N:39][N:38]=1)=[O:5]. The yield is 0.400.